This data is from Forward reaction prediction with 1.9M reactions from USPTO patents (1976-2016). The task is: Predict the product of the given reaction. (1) Given the reactants C(N(CC)CC)C.[CH:8]([C:10]1[C:18]2[C:13](=[CH:14][CH:15]=[CH:16][CH:17]=2)[N:12](C(OC(C)(C)C)=O)[CH:11]=1)=[O:9].[CH3:26][O:27][C:28]1[CH:29]=[C:30]([CH:39]=[CH:40][CH:41]=1)[N:31]=[CH:32][C:33]1[N:34]=[CH:35][N:36]([CH3:38])[CH:37]=1, predict the reaction product. The product is: [NH:12]1[C:13]2[C:18](=[CH:17][CH:16]=[CH:15][CH:14]=2)[C:10]([C:8](=[O:9])[CH:32]([NH:31][C:30]2[CH:39]=[CH:40][CH:41]=[C:28]([O:27][CH3:26])[CH:29]=2)[C:33]2[N:34]=[CH:35][N:36]([CH3:38])[CH:37]=2)=[CH:11]1. (2) Given the reactants [Cl:1][Si:2](Cl)([Cl:13])[C:3]1[CH:8]=[CH:7][C:6]([Si:9](Cl)([Cl:11])[Cl:10])=[CH:5][CH:4]=1.C[SiH](Cl)Cl, predict the reaction product. The product is: [Cl:11][SiH:9]([Cl:10])[C:6]1[CH:7]=[CH:8][C:3]([SiH:2]([Cl:1])[Cl:13])=[CH:4][CH:5]=1. (3) Given the reactants [NH2:1][C:2]1[CH:3]=[C:4]([NH:8][C:9]([CH:11]2[CH2:20][CH2:19][CH2:18][CH2:17][C:12]32[O:16][CH2:15][CH2:14][O:13]3)=[O:10])[CH:5]=[CH:6][CH:7]=1.[C:21]1(=O)[O:26][C:24](=[O:25])[C:23]2=[CH:27][CH:28]=[CH:29][CH:30]=[C:22]12, predict the reaction product. The product is: [O:25]=[C:24]1[C:23]2[C:22](=[CH:30][CH:29]=[CH:28][CH:27]=2)[C:21](=[O:26])[N:1]1[C:2]1[CH:3]=[C:4]([NH:8][C:9]([CH:11]2[CH2:20][CH2:19][CH2:18][CH2:17][C:12]32[O:13][CH2:14][CH2:15][O:16]3)=[O:10])[CH:5]=[CH:6][CH:7]=1. (4) Given the reactants [C:1]([C:13]1[CH:20]=[CH:19][C:16]([CH:17]=O)=[CH:15][CH:14]=1)#[C:2][CH2:3][CH2:4][CH2:5][CH2:6][CH2:7][CH2:8][CH2:9][CH2:10][CH2:11][CH3:12].[F:21][C:22]([F:32])([F:31])[C:23]1[CH:30]=[CH:29][CH:28]=[CH:27][C:24]=1[CH2:25][NH2:26], predict the reaction product. The product is: [C:1]([C:13]1[CH:20]=[CH:19][C:16]([CH2:17][NH:26][CH2:25][C:24]2[CH:27]=[CH:28][CH:29]=[CH:30][C:23]=2[C:22]([F:21])([F:31])[F:32])=[CH:15][CH:14]=1)#[C:2][CH2:3][CH2:4][CH2:5][CH2:6][CH2:7][CH2:8][CH2:9][CH2:10][CH2:11][CH3:12]. (5) Given the reactants [F:1][C:2]1[CH:22]=[CH:21][C:5]([CH2:6][C:7]2[C:8]([CH3:20])=[C:9]([CH3:19])[C:10]([CH:17]=C)=[C:11]([CH:16]=2)[C:12]([O:14][CH3:15])=[O:13])=[CH:4][C:3]=1[O:23][CH3:24].CC(C)=[O:27].C(#N)C.I([O-])(=O)(=O)=O.[Na+], predict the reaction product. The product is: [F:1][C:2]1[CH:22]=[CH:21][C:5]([CH2:6][C:7]2[C:8]([CH3:20])=[C:9]([CH3:19])[C:10]([CH:17]=[O:27])=[C:11]([CH:16]=2)[C:12]([O:14][CH3:15])=[O:13])=[CH:4][C:3]=1[O:23][CH3:24]. (6) Given the reactants [CH3:1][O:2][C:3]([C:5]1[S:6][C:7]([C:11]2[CH:16]=[CH:15][CH:14]=[CH:13][CH:12]=2)=[CH:8][C:9]=1[NH2:10])=[O:4].I[CH3:18], predict the reaction product. The product is: [CH3:1][O:2][C:3]([C:5]1[S:6][C:7]([C:11]2[CH:16]=[CH:15][CH:14]=[CH:13][CH:12]=2)=[CH:8][C:9]=1[NH:10][CH3:18])=[O:4]. (7) Given the reactants [Cl:1][C:2]1[CH:11]=[CH:10][C:9]2[N:8]=[C:7]([N:12]3[CH2:17][CH2:16][N:15]([C:18]([O:20][C:21]([CH3:24])([CH3:23])[CH3:22])=[O:19])[CH2:14][CH2:13]3)[C:6]3=[N:25][O:26][CH:27]=[C:5]3[C:4]=2[CH:3]=1.[BH4-].[Na+].Cl, predict the reaction product. The product is: [NH2:25][C:6]1[C:7]([N:12]2[CH2:13][CH2:14][N:15]([C:18]([O:20][C:21]([CH3:24])([CH3:23])[CH3:22])=[O:19])[CH2:16][CH2:17]2)=[N:8][C:9]2[C:4]([C:5]=1[CH2:27][OH:26])=[CH:3][C:2]([Cl:1])=[CH:11][CH:10]=2. (8) The product is: [F:42][C:2]([F:41])([F:1])[C:3]1[CH:4]=[C:5]([CH:34]=[C:35]([C:37]([F:38])([F:40])[F:39])[CH:36]=1)[C:6]([N:8]1[CH2:13][CH2:12][N:11]([CH2:14][C:15]2[CH:20]=[CH:19][C:18]([C:21]([N:46]([CH2:47][CH3:48])[CH2:44][CH3:45])=[O:22])=[CH:17][CH:16]=2)[CH2:10][C@H:9]1[CH2:24][C:25]1[C:33]2[C:28](=[CH:29][CH:30]=[CH:31][CH:32]=2)[NH:27][CH:26]=1)=[O:7]. Given the reactants [F:1][C:2]([F:42])([F:41])[C:3]1[CH:4]=[C:5]([CH:34]=[C:35]([C:37]([F:40])([F:39])[F:38])[CH:36]=1)[C:6]([N:8]1[CH2:13][CH2:12][N:11]([CH2:14][C:15]2[CH:20]=[CH:19][C:18]([C:21](O)=[O:22])=[CH:17][CH:16]=2)[CH2:10][C@H:9]1[CH2:24][C:25]1[C:33]2[C:28](=[CH:29][CH:30]=[CH:31][CH:32]=2)[NH:27][CH:26]=1)=[O:7].Cl.[CH2:44]([NH:46][CH2:47][CH3:48])[CH3:45].CN(C)CCCN=C=NCC.ON1C2C=CC=CC=2N=N1.C(=O)(O)[O-].[Na+], predict the reaction product. (9) Given the reactants [Cl-].[Al+3].[Cl-].[Cl-].[H-].[Al+3].[Li+].[H-].[H-].[H-].[CH2:11]([O:18][C:19]1[CH:24]=[C:23]([O:25][CH2:26][CH2:27][CH2:28][C:29]#[N:30])[C:22]([CH2:31][CH3:32])=[CH:21][C:20]=1[C:33]1[CH:38]=[CH:37][C:36]([F:39])=[CH:35][CH:34]=1)[C:12]1[CH:17]=[CH:16][CH:15]=[CH:14][CH:13]=1, predict the reaction product. The product is: [CH2:11]([O:18][C:19]1[CH:24]=[C:23]([O:25][CH2:26][CH2:27][CH2:28][CH2:29][NH2:30])[C:22]([CH2:31][CH3:32])=[CH:21][C:20]=1[C:33]1[CH:34]=[CH:35][C:36]([F:39])=[CH:37][CH:38]=1)[C:12]1[CH:13]=[CH:14][CH:15]=[CH:16][CH:17]=1.